Dataset: Full USPTO retrosynthesis dataset with 1.9M reactions from patents (1976-2016). Task: Predict the reactants needed to synthesize the given product. (1) Given the product [CH2:22]([O:21][C:19](=[O:20])[CH2:18][C:15]1[CH:16]=[CH:17][C:12]([NH:11][C:4]2[CH:3]=[C:2]([N:29]3[CH2:28][CH2:27][N:26]([C:31]([O:33][C:34]([CH3:37])([CH3:36])[CH3:35])=[O:32])[C@H:25]([CH3:24])[CH2:30]3)[N:7]=[C:6]3[CH2:8][CH2:9][CH2:10][C:5]=23)=[CH:13][CH:14]=1)[CH3:23], predict the reactants needed to synthesize it. The reactants are: Cl[C:2]1[N:7]=[C:6]2[CH2:8][CH2:9][CH2:10][C:5]2=[C:4]([NH:11][C:12]2[CH:17]=[CH:16][C:15]([CH2:18][C:19]([O:21][CH2:22][CH3:23])=[O:20])=[CH:14][CH:13]=2)[CH:3]=1.[CH3:24][C@@H:25]1[CH2:30][NH:29][CH2:28][CH2:27][N:26]1[C:31]([O:33][C:34]([CH3:37])([CH3:36])[CH3:35])=[O:32]. (2) Given the product [Br:1][C:2]1[CH:12]=[CH:11][C:5]2[O:6][C:7]3[C:8](=[O:9])[NH:10][C:16]([CH2:17][NH:24][C:23]4[CH:25]=[CH:26][CH:27]=[CH:28][C:22]=4[Cl:21])=[N:14][C:13]=3[C:4]=2[CH:3]=1, predict the reactants needed to synthesize it. The reactants are: [Br:1][C:2]1[CH:12]=[CH:11][C:5]([O:6][CH2:7][C:8]([NH2:10])=[O:9])=[C:4]([C:13]#[N:14])[CH:3]=1.N1CCC[CH2:17][CH2:16]1.[Cl:21][C:22]1[CH:28]=[CH:27][CH:26]=[CH:25][C:23]=1[NH2:24]. (3) Given the product [Cl:1][C:2]1[N:7]=[N:6][C:5]([NH:8][S:31]([CH2:30][C:29]2[CH:28]=[C:27]([Cl:35])[S:26][C:25]=2[Cl:24])(=[O:33])=[O:32])=[C:4]([O:22][CH3:23])[CH:3]=1, predict the reactants needed to synthesize it. The reactants are: [Cl:1][C:2]1[N:7]=[N:6][C:5]([NH:8]S(CC2C=C(C#N)C=CC=2Cl)(=O)=O)=[C:4]([O:22][CH3:23])[CH:3]=1.[Cl:24][C:25]1[S:26][C:27]([Cl:35])=[CH:28][C:29]=1[CH2:30][S:31](Cl)(=[O:33])=[O:32].ClC1C=CC(C#N)=CC=1CS(Cl)(=O)=O. (4) Given the product [O:8]([C:15]1[CH:16]=[CH:17][C:18]([C:2]2[N:7]=[CH:6][CH:5]=[CH:4][N:3]=2)=[CH:19][CH:20]=1)[C:9]1[CH:14]=[CH:13][CH:12]=[CH:11][CH:10]=1, predict the reactants needed to synthesize it. The reactants are: Br[C:2]1[N:7]=[CH:6][CH:5]=[CH:4][N:3]=1.[O:8]([C:15]1[CH:20]=[CH:19][C:18](B(O)O)=[CH:17][CH:16]=1)[C:9]1[CH:14]=[CH:13][CH:12]=[CH:11][CH:10]=1.O.C([O-])([O-])=O.[K+].[K+]. (5) Given the product [CH3:1][N:8]1[C:4]([CH3:3])=[C:5]([CH2:15][C:16]([CH3:21])([N+:18]([O-:20])=[O:19])[CH3:17])[N:6]=[C:7]1[C:9]1[CH:14]=[CH:13][CH:12]=[CH:11][CH:10]=1, predict the reactants needed to synthesize it. The reactants are: [CH3:1]I.[CH3:3][C:4]1[NH:8][C:7]([C:9]2[CH:14]=[CH:13][CH:12]=[CH:11][CH:10]=2)=[N:6][C:5]=1[CH2:15][C:16]([CH3:21])([N+:18]([O-:20])=[O:19])[CH3:17].[OH-].[K+].